This data is from Reaction yield outcomes from USPTO patents with 853,638 reactions. The task is: Predict the reaction yield, written as a fraction of the theoretical maximum amount of product (1.0 means a 100% yield; for example, 0.34 means a 34% yield). (1) The reactants are Cl[CH2:2][C:3]([C:5]1[CH:10]=[CH:9][C:8](O)=[CH:7][C:6]=1[OH:12])=O.[C:13]1([CH:20]=[CH:19]C=[C:16](O)[CH:15]=1)O.CS(O)(=O)=O. The catalyst is O. The product is [CH:10]1[C:5]2[CH2:3][C:2]3[C:16](=[CH:15][CH:13]=[CH:20][CH:19]=3)[O:12][C:6]=2[CH:7]=[CH:8][CH:9]=1. The yield is 0.640. (2) The reactants are [Cl:1]N1C(=O)CCC1=O.[NH2:9][C:10]1[CH:18]=[CH:17][CH:16]=[C:15]2[C:11]=1[CH:12]=[N:13][N:14]2[C:19]([O:21][C:22]([CH3:25])([CH3:24])[CH3:23])=[O:20]. The catalyst is C(#N)C. The product is [NH2:9][C:10]1[CH:18]=[CH:17][C:16]([Cl:1])=[C:15]2[C:11]=1[CH:12]=[N:13][N:14]2[C:19]([O:21][C:22]([CH3:25])([CH3:24])[CH3:23])=[O:20]. The yield is 0.340. (3) The reactants are [N:1]#[C:2][NH2:3].[CH3:4][O-].[Na+].[Cl:7][C:8]1[S:9][CH:10]=[C:11]([N:13]=[C:14]=[S:15])[CH:12]=1.IC. The catalyst is CO. The product is [Cl:7][C:8]1[S:9][CH:10]=[C:11]([NH:13]/[C:14](/[S:15][CH3:4])=[N:1]/[C:2]#[N:3])[CH:12]=1. The yield is 0.200. (4) The reactants are [NH2:1][C:2]1[CH:3]=[C:4]([CH:7]=[CH:8][C:9]=1[NH2:10])[C:5]#[N:6].[Cl:11][C:12]1[CH:16]=[CH:15][S:14][C:13]=1[C:17](Cl)=[O:18]. The catalyst is C1COCC1. The product is [C:5]([C:4]1[CH:7]=[CH:8][C:9]([NH:10][C:17]([C:13]2[S:14][CH:15]=[CH:16][C:12]=2[Cl:11])=[O:18])=[C:2]([NH:1][C:17]([C:13]2[S:14][CH:15]=[CH:16][C:12]=2[Cl:11])=[O:18])[CH:3]=1)#[N:6]. The yield is 0.890. (5) The reactants are [F:1][C:2]1([F:32])[CH2:7][CH2:6][N:5]([C:8]([C:10]2[NH:11][C:12]3[C:17]([CH:18]=2)=[CH:16][C:15]([C:19]([N:21]2[CH2:25][CH2:24][CH2:23][C@H:22]2[CH2:26][N:27]2[CH2:31][CH2:30][CH2:29][CH2:28]2)=[O:20])=[CH:14][CH:13]=3)=[O:9])[CH2:4][CH2:3]1.[H-].[Na+].Br[CH2:36][CH:37]1[CH2:40][CH2:39][CH2:38]1. The catalyst is CN(C)C=O. The product is [CH:37]1([CH2:36][N:11]2[C:12]3[C:17](=[CH:16][C:15]([C:19]([N:21]4[CH2:25][CH2:24][CH2:23][C@H:22]4[CH2:26][N:27]4[CH2:31][CH2:30][CH2:29][CH2:28]4)=[O:20])=[CH:14][CH:13]=3)[CH:18]=[C:10]2[C:8]([N:5]2[CH2:6][CH2:7][C:2]([F:1])([F:32])[CH2:3][CH2:4]2)=[O:9])[CH2:40][CH2:39][CH2:38]1. The yield is 0.730.